From a dataset of Full USPTO retrosynthesis dataset with 1.9M reactions from patents (1976-2016). Predict the reactants needed to synthesize the given product. (1) Given the product [F:38][C:39]1[C:44]([F:45])=[CH:43][CH:42]=[CH:41][C:40]=1[C:8]1[CH:7]=[CH:6][C:5]2[C:10](=[CH:11][CH:12]=[C:3]([O:2][CH3:1])[CH:4]=2)[C:9]=1[C:13]([C:14]1[CH:19]=[CH:18][C:17]([O:20][CH2:21][CH2:22][N:23]2[CH2:28][CH2:27][CH2:26][CH2:25][CH2:24]2)=[CH:16][CH:15]=1)=[O:29], predict the reactants needed to synthesize it. The reactants are: [CH3:1][O:2][C:3]1[CH:4]=[C:5]2[C:10](=[CH:11][CH:12]=1)[C:9]([C:13](=[O:29])[C:14]1[CH:19]=[CH:18][C:17]([O:20][CH2:21][CH2:22][N:23]3[CH2:28][CH2:27][CH2:26][CH2:25][CH2:24]3)=[CH:16][CH:15]=1)=[C:8](OS(C(F)(F)F)(=O)=O)[CH:7]=[CH:6]2.[F:38][C:39]1[C:44]([F:45])=[CH:43][CH:42]=[CH:41][C:40]=1B(O)O.[F-].[Cs+]. (2) Given the product [NH2:18][C:17]1[N:2]([C:4]2[CH:5]=[CH:6][C:7]([CH3:12])=[C:8]([CH:11]=2)[C:9]#[N:10])[N:3]=[C:15]([CH:14]([CH3:20])[CH3:13])[CH:16]=1, predict the reactants needed to synthesize it. The reactants are: Cl.[NH:2]([C:4]1[CH:5]=[CH:6][C:7]([CH3:12])=[C:8]([CH:11]=1)[C:9]#[N:10])[NH2:3].[CH3:13][CH:14]([CH3:20])[C:15](=O)[CH2:16][C:17]#[N:18].Cl. (3) Given the product [O:1]1[C:6]2[CH:7]=[CH:8][C:9]([S:11][C:12]3[CH:17]=[CH:16][C:15](/[CH:18]=[CH:19]/[C:20]([N:22]4[CH2:27][CH2:26][CH2:25][CH2:24][CH:23]4[C:28]([OH:30])=[O:29])=[O:21])=[CH:14][C:13]=3[N+:33]([O-:35])=[O:34])=[CH:10][C:5]=2[O:4][CH2:3][CH2:2]1, predict the reactants needed to synthesize it. The reactants are: [O:1]1[C:6]2[CH:7]=[CH:8][C:9]([S:11][C:12]3[CH:17]=[CH:16][C:15](/[CH:18]=[CH:19]/[C:20]([N:22]4[CH2:27][CH2:26][CH2:25][CH2:24][CH:23]4[C:28]([O:30]CC)=[O:29])=[O:21])=[CH:14][C:13]=3[N+:33]([O-:35])=[O:34])=[CH:10][C:5]=2[O:4][CH2:3][CH2:2]1.[OH-].[Na+].CCO.[OH-].[Na+]. (4) Given the product [Cl:19][C:20]1[N:21]=[CH:22][N:23]([C:25]2[CH:31]=[CH:30][C:28]([NH:29][C:2]3[N:3]=[C:4]([NH:17][C:18]4[CH:9]=[C:8]([CH:11]([CH3:16])[CH3:12])[CH:6]=[CH:5][C:35]=4[CH3:34])[C:5]4[CH2:10][CH2:9][CH:8]([C:11]5[CH:16]=[CH:15][CH:14]=[CH:13][CH:12]=5)[C:6]=4[N:7]=3)=[CH:27][C:26]=2[O:32][CH3:33])[CH:24]=1, predict the reactants needed to synthesize it. The reactants are: Cl[C:2]1[N:3]=[C:4]([NH:17][CH3:18])[C:5]2[CH2:10][CH2:9][CH:8]([C:11]3[CH:16]=[CH:15][CH:14]=[CH:13][CH:12]=3)[C:6]=2[N:7]=1.[Cl:19][C:20]1[N:21]=[CH:22][N:23]([C:25]2[CH:31]=[CH:30][C:28]([NH2:29])=[CH:27][C:26]=2[O:32][CH3:33])[CH:24]=1.[CH3:34][C:35](O)=O.[OH-].[Na+].